From a dataset of Reaction yield outcomes from USPTO patents with 853,638 reactions. Predict the reaction yield, written as a fraction of the theoretical maximum amount of product (1.0 means a 100% yield; for example, 0.34 means a 34% yield). (1) The reactants are [OH:1][N:2]1[C:6](=[O:7])[C:5]2=[CH:8][CH:9]=[CH:10][CH:11]=[C:4]2[C:3]1=[O:12].C(=O)([O-])[O-].[K+].[K+].Cl[CH2:20][C:21]([N:23]([CH3:25])[CH3:24])=[O:22]. The catalyst is CN1CCCC1=O. The product is [O:7]=[C:6]1[C:5]2[C:4](=[CH:11][CH:10]=[CH:9][CH:8]=2)[C:3](=[O:12])[N:2]1[O:1][CH2:20][C:21]([N:23]([CH3:25])[CH3:24])=[O:22]. The yield is 0.370. (2) The reactants are [CH3:1][O:2][C:3]1[CH:21]=[C:20]([O:22][CH3:23])[CH:19]=[CH:18][C:4]=1[CH2:5][N:6]1[C:14](=[O:15])[C:13]2[C:8](=[CH:9][CH:10]=[CH:11][C:12]=2[OH:16])[C:7]1=[O:17].Cl.[CH3:25][N:26]([CH3:30])[CH2:27][CH2:28]Cl.C(=O)([O-])[O-].[K+].[K+]. The catalyst is CN(C=O)C. The product is [CH3:1][O:2][C:3]1[CH:21]=[C:20]([O:22][CH3:23])[CH:19]=[CH:18][C:4]=1[CH2:5][N:6]1[C:14](=[O:15])[C:13]2[C:8](=[CH:9][CH:10]=[CH:11][C:12]=2[O:16][CH2:28][CH2:27][N:26]([CH3:30])[CH3:25])[C:7]1=[O:17]. The yield is 0.610.